From a dataset of Forward reaction prediction with 1.9M reactions from USPTO patents (1976-2016). Predict the product of the given reaction. (1) Given the reactants [C:1]([O:5][C:6]([N:8]1[C:16]2[CH:15]=[C:14](Cl)[N:13]=[CH:12][C:11]=2[C:10]([CH3:19])([CH3:18])[CH2:9]1)=[O:7])([CH3:4])([CH3:3])[CH3:2].[S:20]1[CH:24]=[CH:23][C:22](B(O)O)=[CH:21]1, predict the reaction product. The product is: [C:1]([O:5][C:6]([N:8]1[C:16]2[CH:15]=[C:14]([C:22]3[CH:23]=[CH:24][S:20][CH:21]=3)[N:13]=[CH:12][C:11]=2[C:10]([CH3:19])([CH3:18])[CH2:9]1)=[O:7])([CH3:4])([CH3:3])[CH3:2]. (2) The product is: [CH:7]([C:5]1[O:6][C:2]([C:15]2[CH:20]=[CH:19][C:18]([C:5]3[O:6][C:2]([CH:9]=[O:12])=[CH:3][CH:4]=3)=[CH:17][CH:16]=2)=[CH:3][CH:4]=1)=[O:8]. Given the reactants Br[C:2]1[O:6][C:5]([CH:7]=[O:8])=[CH:4][CH:3]=1.[C:9]([O-:12])([O-])=O.[Na+].[Na+].[C:15]1(B(O)O)[CH:20]=[CH:19][C:18](B(O)O)=[CH:17][CH:16]=1, predict the reaction product.